This data is from Full USPTO retrosynthesis dataset with 1.9M reactions from patents (1976-2016). The task is: Predict the reactants needed to synthesize the given product. (1) Given the product [OH:61][C@H:60]([C@@H:58]([OH:59])[C:57]([OH:66])=[O:65])[C:62]([OH:64])=[O:63].[CH3:1][O:2][C:3]([C@@:5]1([NH2:17])[CH2:9][CH2:8][C@H:7]([C:10]2[CH:15]=[CH:14][C:13]([C:19]#[C:20][CH3:21])=[CH:12][CH:11]=2)[CH2:6]1)=[O:4], predict the reactants needed to synthesize it. The reactants are: [CH3:1][O:2][C:3]([C@@:5]1([NH2:17])[CH2:9][CH2:8][C@H:7]([C:10]2[CH:15]=[CH:14][C:13](Br)=[CH:12][CH:11]=2)[CH2:6]1)=[O:4].Cl.[CH:19]#[C:20][CH2:21]CCCCC.C1(P(C2C=CC=CC=2)C2C=CC=CC=2)C=CC=CC=1.N1CCCCC1.C1COCC1.[C:57]([OH:66])(=[O:65])[C@@H:58]([C@H:60]([C:62]([OH:64])=[O:63])[OH:61])[OH:59]. (2) Given the product [O:8]1[C:3]2[CH:4]=[CH:5][CH:6]=[CH:7][C:2]=2[N:1]=[C:18]1[C:13]1[CH:14]=[CH:15][C:10]([NH2:9])=[CH:11][CH:12]=1.[S:16]1[C:3]2[CH:4]=[CH:5][CH:6]=[CH:7][C:2]=2[N:1]=[C:11]1[C:23]1[CH:22]=[CH:21][C:19]([NH2:20])=[CH:18][CH:24]=1.[N:17]1[C:3]2[CH:4]=[CH:5][CH:6]=[CH:7][C:2]=2[NH:1][C:18]=1[C:13]1[CH:14]=[CH:15][C:10]([NH2:9])=[CH:11][CH:12]=1, predict the reactants needed to synthesize it. The reactants are: [NH2:1][C:2]1[CH:7]=[CH:6][CH:5]=[CH:4][C:3]=1[OH:8].[NH2:9][C:10]1[CH:15]=[CH:14][CH:13]=[CH:12][C:11]=1[SH:16].[NH2:17][C:18]1[CH:24]=[CH:23][CH:22]=[CH:21][C:19]=1[NH2:20]. (3) Given the product [C:1]([N:4]1[C:13]2[C:8](=[CH:9][C:10]([C:14]3[CH:15]=[CH:16][C:17]([C:18](=[O:19])[NH:35][CH2:34][CH2:33][N:32]([CH3:36])[CH3:31])=[CH:21][CH:22]=3)=[CH:11][CH:12]=2)[C@H:7]([NH:23][C:24](=[O:25])[O:26][CH:27]([CH3:29])[CH3:28])[CH2:6][C@@H:5]1[CH3:30])(=[O:3])[CH3:2], predict the reactants needed to synthesize it. The reactants are: [C:1]([N:4]1[C:13]2[C:8](=[CH:9][C:10]([C:14]3[CH:22]=[CH:21][C:17]([C:18](O)=[O:19])=[CH:16][CH:15]=3)=[CH:11][CH:12]=2)[C@H:7]([NH:23][C:24]([O:26][CH:27]([CH3:29])[CH3:28])=[O:25])[CH2:6][C@@H:5]1[CH3:30])(=[O:3])[CH3:2].[CH3:31][N:32]([CH3:36])[CH2:33][CH2:34][NH2:35].CN(C(ON1N=NC2C=CC=NC1=2)=[N+](C)C)C.F[P-](F)(F)(F)(F)F.CCN(C(C)C)C(C)C. (4) Given the product [Br:15][C:16]1[CH:17]=[C:18]([CH:25]=[C:26]([Br:28])[CH:27]=1)[CH2:19][NH:20][CH2:21][CH2:22][CH2:23][NH:24][C:2]1[NH:1][C:9]2[C:4]([N:3]=1)=[N:5][CH:6]=[CH:7][CH:8]=2, predict the reactants needed to synthesize it. The reactants are: [NH:1]1[C:9]2[C:4](=[N:5][CH:6]=[CH:7][CH:8]=2)[N:3]=[C:2]1C(N)CCN.[Br:15][C:16]1[CH:17]=[C:18]([CH:25]=[C:26]([Br:28])[CH:27]=1)[CH2:19][NH:20][CH2:21][CH2:22][CH2:23][NH2:24]. (5) Given the product [Cl:21][C:22]1[S:23][C:24]([CH2:27][N:8]2[CH2:9][C:5]3[C:4]([NH:10][C:11]4[CH:12]=[N:13][C:14]5[C:19]([CH:20]=4)=[CH:18][CH:17]=[CH:16][CH:15]=5)=[N:3][CH:2]=[N:1][C:6]=3[CH2:7]2)=[CH:25][N:26]=1, predict the reactants needed to synthesize it. The reactants are: [N:1]1[C:6]2[CH2:7][NH:8][CH2:9][C:5]=2[C:4]([NH:10][C:11]2[CH:12]=[N:13][C:14]3[C:19]([CH:20]=2)=[CH:18][CH:17]=[CH:16][CH:15]=3)=[N:3][CH:2]=1.[Cl:21][C:22]1[S:23][C:24]([CH:27]=O)=[CH:25][N:26]=1.ClCCCl.CO.C(O[BH-](OC(=O)C)OC(=O)C)(=O)C.[Na+].